Task: Predict the product of the given reaction.. Dataset: Forward reaction prediction with 1.9M reactions from USPTO patents (1976-2016) (1) The product is: [CH3:26][O:25][C:23]1[CH:22]=[C:21]([C:27]2[C:39](=[O:40])[N:38]([CH2:41][CH3:42])[C:30]3[N:31]=[C:32]([NH:1][C:2]4[CH:7]=[C:6]([O:8][CH3:9])[N:5]=[C:4]([O:10][CH3:11])[CH:3]=4)[N:33]=[CH:34][C:29]=3[CH:28]=2)[CH:20]=[C:19]([O:18][CH3:17])[CH:24]=1. Given the reactants [NH2:1][C:2]1[CH:7]=[C:6]([O:8][CH3:9])[N:5]=[C:4]([O:10][CH3:11])[CH:3]=1.C([Li])CCC.[CH3:17][O:18][C:19]1[CH:20]=[C:21]([C:27]2[C:39](=[O:40])[N:38]([CH2:41][CH3:42])[C:30]3[N:31]=[C:32](S(C)=O)[N:33]=[CH:34][C:29]=3[CH:28]=2)[CH:22]=[C:23]([O:25][CH3:26])[CH:24]=1.C(OCC)(=O)C.O, predict the reaction product. (2) Given the reactants C[O:2][C:3]([C:5]1[C:6]([C:24]2[CH:29]=[CH:28][C:27]([C:30]([OH:32])=O)=[CH:26][CH:25]=2)=[CH:7][CH:8]=[C:9]([C:11]2[S:12][CH:13]=[C:14]([C:16]3[CH:21]=[CH:20][C:19]([Cl:22])=[C:18]([Cl:23])[CH:17]=3)[N:15]=2)[CH:10]=1)=[O:4].[NH2:33][CH2:34][CH:35]1[CH2:40][CH2:39][O:38][CH2:37][CH2:36]1, predict the reaction product. The product is: [Cl:23][C:18]1[CH:17]=[C:16]([C:14]2[N:15]=[C:11]([C:9]3[CH:10]=[C:5]([C:3]([OH:2])=[O:4])[C:6]([C:24]4[CH:29]=[CH:28][C:27]([C:30](=[O:32])[NH:33][CH2:34][CH:35]5[CH2:40][CH2:39][O:38][CH2:37][CH2:36]5)=[CH:26][CH:25]=4)=[CH:7][CH:8]=3)[S:12][CH:13]=2)[CH:21]=[CH:20][C:19]=1[Cl:22].